From a dataset of Full USPTO retrosynthesis dataset with 1.9M reactions from patents (1976-2016). Predict the reactants needed to synthesize the given product. (1) The reactants are: [F:1][C:2]1[CH:10]=[C:9]2[C:5]([C:6]([C:20]3[CH:30]=[CH:29][C:23]4[N:24]=[C:25]([CH:27]=[CH2:28])[O:26][C:22]=4[CH:21]=3)=[CH:7][N:8]2S(C2C=CC=CC=2)(=O)=O)=[CH:4][CH:3]=1.[OH-].[Na+].[CH3:33][C@H:34]1[CH2:39][NH:38][CH2:37][C@@H:36]([CH3:40])[NH:35]1. Given the product [CH3:33][C@H:34]1[NH:35][C@@H:36]([CH3:40])[CH2:37][N:38]([CH2:28][CH2:27][C:25]2[O:26][C:22]3[CH:21]=[C:20]([C:6]4[C:5]5[C:9](=[CH:10][C:2]([F:1])=[CH:3][CH:4]=5)[NH:8][CH:7]=4)[CH:30]=[CH:29][C:23]=3[N:24]=2)[CH2:39]1, predict the reactants needed to synthesize it. (2) Given the product [Br:32][C:17]1[C:10]2[C:11](=[N:12][CH:13]=[CH:14][C:9]=2[O:8][C:7]2[CH:6]=[CH:5][C:4]([NH:28][C:29](=[O:31])[CH3:30])=[CH:3][C:2]=2[F:1])[N:15]([S:18]([C:21]2[CH:26]=[CH:25][C:24]([CH3:27])=[CH:23][CH:22]=2)(=[O:19])=[O:20])[CH:16]=1, predict the reactants needed to synthesize it. The reactants are: [F:1][C:2]1[CH:3]=[C:4]([NH:28][C:29](=[O:31])[CH3:30])[CH:5]=[CH:6][C:7]=1[O:8][C:9]1[CH:14]=[CH:13][N:12]=[C:11]2[N:15]([S:18]([C:21]3[CH:26]=[CH:25][C:24]([CH3:27])=[CH:23][CH:22]=3)(=[O:20])=[O:19])[CH:16]=[CH:17][C:10]=12.[Br:32]Br.S([O-])([O-])(=O)=S.[Na+].[Na+]. (3) Given the product [Cl:28][C:25]1[CH:26]=[CH:27][C:22]([S:19]([NH:18][C@H:8]([C:9]([Cl:29])=[O:17])[CH2:1][C:2]2[CH:7]=[CH:6][CH:5]=[CH:4][CH:3]=2)(=[O:21])=[O:20])=[CH:23][CH:24]=1, predict the reactants needed to synthesize it. The reactants are: [CH2:1]([CH:8]([NH:18][S:19]([C:22]1[CH:27]=[CH:26][C:25]([Cl:28])=[CH:24][CH:23]=1)(=[O:21])=[O:20])[C:9](=[O:17])C(CC)C(=O)CC)[C:2]1[CH:7]=[CH:6][CH:5]=[CH:4][CH:3]=1.[Cl:29]C1C=CC(S(N[C@H](C(Cl)=O)C)(=O)=O)=CC=1. (4) The reactants are: [Cl:1][C:2]1[CH:9]=[CH:8][C:7]([CH2:10][CH2:11][O:12][CH3:13])=[CH:6][C:3]=1[CH:4]=O.[CH:14]1([CH2:17][NH2:18])[CH2:16][CH2:15]1.C(=O)(O)[O-].[Na+].[BH4-].[Na+]. Given the product [Cl:1][C:2]1[CH:9]=[CH:8][C:7]([CH2:10][CH2:11][O:12][CH3:13])=[CH:6][C:3]=1[CH2:4][NH:18][CH2:17][CH:14]1[CH2:16][CH2:15]1, predict the reactants needed to synthesize it. (5) Given the product [CH3:24][S:25]([O:1][CH2:2][CH2:3][CH:4]1[C:9]2[CH:10]=[CH:11][C:12]([C:14]([NH2:16])=[O:15])=[CH:13][C:8]=2[CH2:7][CH2:6][O:5]1)(=[O:27])=[O:26], predict the reactants needed to synthesize it. The reactants are: [OH:1][CH2:2][CH2:3][CH:4]1[C:9]2[CH:10]=[CH:11][C:12]([C:14]([NH2:16])=[O:15])=[CH:13][C:8]=2[CH2:7][CH2:6][O:5]1.C(N(CC)CC)C.[CH3:24][S:25](Cl)(=[O:27])=[O:26].